Dataset: Catalyst prediction with 721,799 reactions and 888 catalyst types from USPTO. Task: Predict which catalyst facilitates the given reaction. (1) Reactant: [N:1]([CH2:4][C:5]1[CH:6]=[C:7]2[N:12]([C:13]=1[C:14]1[CH:19]=[CH:18][CH:17]=[CH:16][CH:15]=1)[CH:11]=[CH:10][CH:9]=[CH:8]2)=[N+]=[N-].C1C=CC(P(C2C=CC=CC=2)C2C=CC=CC=2)=CC=1.O. Product: [C:14]1([C:13]2[N:12]3[C:7]([CH:8]=[CH:9][CH:10]=[CH:11]3)=[CH:6][C:5]=2[CH2:4][NH2:1])[CH:15]=[CH:16][CH:17]=[CH:18][CH:19]=1. The catalyst class is: 1. (2) Reactant: [O:1]1[CH2:6][CH2:5][CH2:4][CH2:3][CH:2]1[O:7][C:8]1[CH:9]=[C:10]([CH:17]=O)[C:11]2[O:15][CH:14]=[CH:13][C:12]=2[CH:16]=1.[C-]#N.[Li+].O1CCCC1.[C:27](P(=O)(OCC)OCC)#[N:28].C(O)(C)(C)C. Product: [O:1]1[CH2:6][CH2:5][CH2:4][CH2:3][CH:2]1[O:7][C:8]1[CH:9]=[C:10]([CH2:17][C:27]#[N:28])[C:11]2[O:15][CH:14]=[CH:13][C:12]=2[CH:16]=1. The catalyst class is: 7. (3) Reactant: [NH2:1][CH2:2][CH2:3][O:4][C@@H:5]([C:19]1[CH:24]=[C:23]([Cl:25])[CH:22]=[CH:21][C:20]=1[CH3:26])[C@@H:6]1[CH2:11][CH2:10][CH2:9][N:8]([C:12]([O:14][C:15]([CH3:18])([CH3:17])[CH3:16])=[O:13])[CH2:7]1.CCN(CC)CC.Cl[C:35]([O:37][CH3:38])=[O:36]. Product: [Cl:25][C:23]1[CH:22]=[CH:21][C:20]([CH3:26])=[C:19]([C@H:5]([O:4][CH2:3][CH2:2][NH:1][C:35]([O:37][CH3:38])=[O:36])[C@@H:6]2[CH2:11][CH2:10][CH2:9][N:8]([C:12]([O:14][C:15]([CH3:18])([CH3:17])[CH3:16])=[O:13])[CH2:7]2)[CH:24]=1. The catalyst class is: 79. (4) Reactant: [N:1]1[C:6]2[NH:7][CH:8]=[CH:9][C:5]=2[C:4]([C:10]#[N:11])=[N:3][CH:2]=1.[ClH:12]. Product: [ClH:12].[ClH:12].[N:1]1[C:6]2[NH:7][CH:8]=[CH:9][C:5]=2[C:4]([CH2:10][NH2:11])=[N:3][CH:2]=1. The catalyst class is: 50. (5) Reactant: [N+:1]([C:4]1[CH:5]=[C:6]2[C:14](=[CH:15][CH:16]=1)[N:13]([CH2:17][CH2:18][CH3:19])[C:12]1[CH2:11][CH2:10][CH2:9][CH2:8][C:7]2=1)([O-])=O.CO.[H][H]. Product: [CH2:17]([N:13]1[C:12]2[CH2:11][CH2:10][CH2:9][CH2:8][C:7]=2[C:6]2[C:14]1=[CH:15][CH:16]=[C:4]([NH2:1])[CH:5]=2)[CH2:18][CH3:19]. The catalyst class is: 153. (6) Reactant: [OH-].[Na+].C([O:5][C:6]([C:8]1[CH:12]=[C:11]([CH2:13][CH2:14][C:15]2[CH:20]=[CH:19][CH:18]=[CH:17][CH:16]=2)[N:10]([C:21]2[CH:26]=[CH:25][CH:24]=[C:23]([C:27]([OH:29])=[O:28])[CH:22]=2)[C:9]=1[C:30]1[CH:35]=[CH:34][CH:33]=[CH:32][CH:31]=1)=[O:7])C. Product: [C:27]([C:23]1[CH:22]=[C:21]([N:10]2[C:11]([CH2:13][CH2:14][C:15]3[CH:20]=[CH:19][CH:18]=[CH:17][CH:16]=3)=[CH:12][C:8]([C:6]([OH:7])=[O:5])=[C:9]2[C:30]2[CH:35]=[CH:34][CH:33]=[CH:32][CH:31]=2)[CH:26]=[CH:25][CH:24]=1)([OH:29])=[O:28]. The catalyst class is: 196. (7) Reactant: F[C:2]1[CH:7]=[CH:6][C:5]([N+:8]([O-:10])=[O:9])=[CH:4][CH:3]=1.[OH:11][CH2:12][C@H:13]1[CH2:18][NH:17][CH2:16][CH2:15][N:14]1[C:19]([O:21][C:22]([CH3:25])([CH3:24])[CH3:23])=[O:20].CCN(C(C)C)C(C)C.O. Product: [OH:11][CH2:12][C@H:13]1[CH2:18][N:17]([C:2]2[CH:7]=[CH:6][C:5]([N+:8]([O-:10])=[O:9])=[CH:4][CH:3]=2)[CH2:16][CH2:15][N:14]1[C:19]([O:21][C:22]([CH3:25])([CH3:24])[CH3:23])=[O:20]. The catalyst class is: 16. (8) Reactant: [CH2:1]([O:5][CH2:6][CH2:7][O:8][C:9]1[CH:14]=[CH:13][C:12]([C:15]2[CH:16]=[C:17](/[CH:28]=[C:29](\[CH3:35])/[C:30]([O:32]CC)=[O:31])[C:18]([N:21]3[CH2:25][CH:24]([CH3:26])[CH:23]([CH3:27])[CH2:22]3)=[N:19][CH:20]=2)=[CH:11][CH:10]=1)[CH2:2][CH2:3][CH3:4].[OH-].[Na+].O.Cl. Product: [CH2:1]([O:5][CH2:6][CH2:7][O:8][C:9]1[CH:10]=[CH:11][C:12]([C:15]2[CH:16]=[C:17](/[CH:28]=[C:29](\[CH3:35])/[C:30]([OH:32])=[O:31])[C:18]([N:21]3[CH2:25][CH:24]([CH3:26])[CH:23]([CH3:27])[CH2:22]3)=[N:19][CH:20]=2)=[CH:13][CH:14]=1)[CH2:2][CH2:3][CH3:4]. The catalyst class is: 36. (9) Reactant: [Cl:1][C:2]1[CH:7]=[CH:6][C:5]([NH:8][C:9](=[O:31])[NH:10][C:11]2[CH:12]=[C:13]([C:17]3[CH:25]=[C:24]4[C:20]([C:21]([C:26](OCC)=[O:27])=[N:22][NH:23]4)=[CH:19][CH:18]=3)[CH:14]=[CH:15][CH:16]=2)=[CH:4][C:3]=1[C:32]([F:35])([F:34])[F:33].[BH4-].[Li+].C(=O)(O)[O-].[Na+].C(OCC)(=O)C. Product: [Cl:1][C:2]1[CH:7]=[CH:6][C:5]([NH:8][C:9]([NH:10][C:11]2[CH:16]=[CH:15][CH:14]=[C:13]([C:17]3[CH:25]=[C:24]4[C:20]([C:21]([CH2:26][OH:27])=[N:22][NH:23]4)=[CH:19][CH:18]=3)[CH:12]=2)=[O:31])=[CH:4][C:3]=1[C:32]([F:34])([F:33])[F:35]. The catalyst class is: 7.